From a dataset of Reaction yield outcomes from USPTO patents with 853,638 reactions. Predict the reaction yield, written as a fraction of the theoretical maximum amount of product (1.0 means a 100% yield; for example, 0.34 means a 34% yield). (1) The product is [CH2:1]([N:3]1[C:11]2[CH2:10][C:9]([CH3:13])([CH3:12])[CH2:8][CH2:7][C:6]=2[C:5]([C:14]2[O:18][N:17]=[C:16]([C:19]3[CH:24]=[CH:23][N:22]=[C:21]([OH:36])[CH:20]=3)[N:15]=2)=[N:4]1)[CH3:2]. The reactants are [CH2:1]([N:3]1[C:11]2[CH2:10][C:9]([CH3:13])([CH3:12])[CH2:8][CH2:7][C:6]=2[C:5]([C:14]2[O:18][N:17]=[C:16]([C:19]3[CH:24]=[CH:23][N+:22]([O-])=[CH:21][CH:20]=3)[N:15]=2)=[N:4]1)[CH3:2].C(N(CC)CC)C.FC(F)(F)C(OC(=O)C(F)(F)F)=[O:36].C([O-])(O)=O.[Na+]. The catalyst is C1COCC1.C(OCC)(=O)C. The yield is 0.270. (2) The reactants are [C:1]([C:5]1[CH:6]=[C:7]([NH2:17])[N:8]([C:10]2[CH:11]=[N:12][C:13]([CH3:16])=[CH:14][CH:15]=2)[N:9]=1)([CH3:4])([CH3:3])[CH3:2].[OH-].[Na+].Cl[C:21]([O:23][CH2:24][C:25]([Cl:28])([Cl:27])[Cl:26])=[O:22]. The catalyst is CCOC(C)=O. The product is [Cl:26][C:25]([Cl:28])([Cl:27])[CH2:24][O:23][C:21](=[O:22])[NH:17][C:7]1[N:8]([C:10]2[CH:11]=[N:12][C:13]([CH3:16])=[CH:14][CH:15]=2)[N:9]=[C:5]([C:1]([CH3:4])([CH3:3])[CH3:2])[CH:6]=1. The yield is 0.370. (3) The yield is 0.180. The reactants are [CH3:1][C:2]1([C:8]2[CH:13]=[CH:12][CH:11]=[CH:10][CH:9]=2)[CH2:7][CH2:6][NH:5][CH2:4][CH2:3]1.Br.Br[CH2:16][CH2:17][CH2:18][NH2:19].C(=O)([O-])[O-].[K+].[K+]. The product is [NH2:19][CH2:18][CH2:17][CH2:16][N:5]1[CH2:4][CH2:3][C:2]([CH3:1])([C:8]2[CH:13]=[CH:12][CH:11]=[CH:10][CH:9]=2)[CH2:7][CH2:6]1. The catalyst is O1CCOCC1. (4) The reactants are [Cl:1][C:2]1[C:7]([C:8](=[O:13])[C:9]([O:11][CH3:12])=[O:10])=[C:6]([CH3:14])[N:5]=[C:4]2[NH:15][C:16]([CH3:19])=[C:17]([CH3:18])[C:3]=12.[B]1OC2C(=CC=CC=2)O1.C(=O)([O-])[O-].[K+].[K+]. The catalyst is C1(C)C=CC=CC=1.ClCCl. The product is [Cl:1][C:2]1[C:7]([C@H:8]([OH:13])[C:9]([O:11][CH3:12])=[O:10])=[C:6]([CH3:14])[N:5]=[C:4]2[NH:15][C:16]([CH3:19])=[C:17]([CH3:18])[C:3]=12. The yield is 0.960. (5) The reactants are Br[C:2]1[CH:7]=[CH:6][C:5]([Br:8])=[CH:4][N:3]=1.[OH:9][CH:10]1[CH2:15][CH2:14][NH:13][CH2:12][CH2:11]1.C([O-])([O-])=O.[K+].[K+]. The catalyst is C(O)C. The product is [Br:8][C:5]1[CH:6]=[CH:7][C:2]([N:13]2[CH2:14][CH2:15][CH:10]([OH:9])[CH2:11][CH2:12]2)=[N:3][CH:4]=1. The yield is 0.410. (6) The reactants are Cl[C:2]1[C:7]2[CH:8]=[CH:9][N:10]=[CH:11][C:6]=2[C:5]([NH:12][C:13]2[CH:18]=[CH:17][CH:16]=[C:15]([C:19]([F:22])([F:21])[F:20])[CH:14]=2)=[N:4][N:3]=1.[CH3:23][O:24][C:25]([C:27]1[CH:32]=[CH:31][C:30](B(O)O)=[CH:29][CH:28]=1)=[O:26].C(=O)([O-])[O-].[Na+].[Na+]. The catalyst is C1C=CC(P(C2C=CC=CC=2)[C-]2C=CC=C2)=CC=1.C1C=CC(P(C2C=CC=CC=2)[C-]2C=CC=C2)=CC=1.Cl[Pd]Cl.[Fe+2].COCCOC. The product is [F:20][C:19]([F:22])([F:21])[C:15]1[CH:14]=[C:13]([NH:12][C:5]2[N:4]=[N:3][C:2]([C:30]3[CH:31]=[CH:32][C:27]([C:25]([O:24][CH3:23])=[O:26])=[CH:28][CH:29]=3)=[C:7]3[CH:8]=[CH:9][N:10]=[CH:11][C:6]=23)[CH:18]=[CH:17][CH:16]=1. The yield is 0.310. (7) The reactants are [C:1]([O:11]C)(=O)[C:2]1[CH:7]=[CH:6][C:5]([O:8][CH3:9])=[CH:4][CH:3]=1.C[Si]([N-][Si](C)(C)C)(C)C.[Li+].[C:23](#[N:25])[CH3:24]. No catalyst specified. The product is [CH3:9][O:8][C:5]1[CH:4]=[CH:3][C:2]([C:1](=[O:11])[CH2:24][C:23]#[N:25])=[CH:7][CH:6]=1. The yield is 0.730. (8) The reactants are [Cl:1][C:2]1[CH:7]=[CH:6][C:5]([NH:8][S:9]([C:12]([F:15])([F:14])[F:13])(=[O:11])=[O:10])=[C:4]([C:16](=O)[CH2:17][CH3:18])[CH:3]=1.Cl.[CH2:21]([O:24][NH2:25])[CH:22]=[CH2:23].CC([O-])=O.[Na+]. The catalyst is CCO. The product is [CH2:21]([O:24][N:25]=[C:16]([C:4]1[CH:3]=[C:2]([Cl:1])[CH:7]=[CH:6][C:5]=1[NH:8][S:9]([C:12]([F:15])([F:14])[F:13])(=[O:11])=[O:10])[CH2:17][CH3:18])[CH:22]=[CH2:23]. The yield is 0.310.